This data is from Full USPTO retrosynthesis dataset with 1.9M reactions from patents (1976-2016). The task is: Predict the reactants needed to synthesize the given product. (1) Given the product [CH2:1]([O:3][C:4](=[O:31])[CH2:5][O:6][C:7]1[CH:12]=[CH:11][C:10]([O:13][CH2:14][C:15]2[S:16][C:17]([Br:32])=[C:18]([C:20]3[CH:21]=[CH:22][C:23]4[O:27][C:26]([CH3:28])=[N:25][C:24]=4[CH:29]=3)[N:19]=2)=[CH:9][C:8]=1[CH3:30])[CH3:2], predict the reactants needed to synthesize it. The reactants are: [CH2:1]([O:3][C:4](=[O:31])[CH2:5][O:6][C:7]1[CH:12]=[CH:11][C:10]([O:13][CH2:14][C:15]2[S:16][CH:17]=[C:18]([C:20]3[CH:21]=[CH:22][C:23]4[O:27][C:26]([CH3:28])=[N:25][C:24]=4[CH:29]=3)[N:19]=2)=[CH:9][C:8]=1[CH3:30])[CH3:2].[Br:32]Br. (2) Given the product [C:1]([O:5][C:6](=[O:37])[NH:7][C:8]1[CH:9]=[CH:10][C:11]([S:14](=[O:36])(=[O:35])[N:15]([C@H:20]([CH2:33][O:34][P:46]([O:48][CH2:49][CH3:50])([O:45][CH2:43][CH3:44])=[O:47])[CH2:21][CH2:22][CH2:23][CH2:24][NH:25][C:26]([O:28][C:29]([CH3:32])([CH3:31])[CH3:30])=[O:27])[CH2:16][CH:17]([CH3:18])[CH3:19])=[CH:12][CH:13]=1)([CH3:3])([CH3:4])[CH3:2], predict the reactants needed to synthesize it. The reactants are: [C:1]([O:5][C:6](=[O:37])[NH:7][C:8]1[CH:13]=[CH:12][C:11]([S:14](=[O:36])(=[O:35])[N:15]([C@H:20]([CH2:33][OH:34])[CH2:21][CH2:22][CH2:23][CH2:24][NH:25][C:26]([O:28][C:29]([CH3:32])([CH3:31])[CH3:30])=[O:27])[CH2:16][CH:17]([CH3:19])[CH3:18])=[CH:10][CH:9]=1)([CH3:4])([CH3:3])[CH3:2].C1COCC1.[CH2:43]([O:45][P:46](Cl)([O:48][CH2:49][CH3:50])=[O:47])[CH3:44].[H-].[Na+]. (3) The reactants are: [C:1]([O:7][CH2:8][CH3:9])(=[O:6])[CH2:2][C:3]([CH3:5])=[O:4].[H-].[Na+].Br[CH2:13][C:14](=[O:19])[C:15]([F:18])([F:17])[F:16]. Given the product [C:3]([CH:2]([CH2:13][C:14](=[O:19])[C:15]([F:18])([F:17])[F:16])[C:1]([O:7][CH2:8][CH3:9])=[O:6])(=[O:4])[CH3:5], predict the reactants needed to synthesize it.